The task is: Predict the product of the given reaction.. This data is from Forward reaction prediction with 1.9M reactions from USPTO patents (1976-2016). (1) Given the reactants [C:1]([O:5][C:6](=[O:24])[CH2:7][C:8]1[CH:9]=[N:10][C:11]([NH:17][C:18](=[O:23])[C:19]([CH3:22])([CH3:21])[CH3:20])=[CH:12][C:13]=1[CH2:14][CH2:15]O)([CH3:4])([CH3:3])[CH3:2].N1C=CN=C1.C1(P(C2C=CC=CC=2)C2C=CC=CC=2)C=CC=CC=1.C(Br)(Br)(Br)[Br:50], predict the reaction product. The product is: [C:1]([O:5][C:6](=[O:24])[CH2:7][C:8]1[CH:9]=[N:10][C:11]([NH:17][C:18](=[O:23])[C:19]([CH3:22])([CH3:21])[CH3:20])=[CH:12][C:13]=1[CH2:14][CH2:15][Br:50])([CH3:4])([CH3:3])[CH3:2]. (2) Given the reactants Br[C:2]1[N:7]=[N:6][C:5]([NH2:8])=[N:4][C:3]=1[C:9]1[CH:14]=[CH:13][C:12]([F:15])=[CH:11][CH:10]=1.[Cl:16][C:17]1[CH:18]=[C:19](B(O)O)[CH:20]=[C:21]([Cl:23])[CH:22]=1, predict the reaction product. The product is: [Cl:16][C:17]1[CH:18]=[C:19]([C:2]2[N:7]=[N:6][C:5]([NH2:8])=[N:4][C:3]=2[C:9]2[CH:14]=[CH:13][C:12]([F:15])=[CH:11][CH:10]=2)[CH:20]=[C:21]([Cl:23])[CH:22]=1. (3) Given the reactants [C:1]([C:3]1[CH:10]=[CH:9][C:6]([CH2:7]Br)=[CH:5][CH:4]=1)#[N:2].[Cl:11][C:12]1[CH:13]=[C:14]([CH2:34][CH:35]2[CH2:40][CH2:39][NH:38][CH2:37][CH2:36]2)[CH:15]=[C:16]2[C:20]=1[C:19](=[O:21])[N:18]([CH2:22][C:23]1[CH:28]=[CH:27][C:26]([O:29][C:30]([F:33])([F:32])[F:31])=[CH:25][CH:24]=1)[CH2:17]2.C(=O)([O-])[O-].[K+].[K+].C(#N)C, predict the reaction product. The product is: [Cl:11][C:12]1[CH:13]=[C:14]([CH2:34][CH:35]2[CH2:40][CH2:39][N:38]([CH2:7][C:6]3[CH:9]=[CH:10][C:3]([C:1]#[N:2])=[CH:4][CH:5]=3)[CH2:37][CH2:36]2)[CH:15]=[C:16]2[C:20]=1[C:19](=[O:21])[N:18]([CH2:22][C:23]1[CH:28]=[CH:27][C:26]([O:29][C:30]([F:32])([F:33])[F:31])=[CH:25][CH:24]=1)[CH2:17]2.